Predict the reactants needed to synthesize the given product. From a dataset of Full USPTO retrosynthesis dataset with 1.9M reactions from patents (1976-2016). (1) Given the product [N+:24]([C:21]1[CH:22]=[CH:23][C:18]([CH:6]([CH2:7][C:8]([OH:10])=[O:9])[CH2:5][C:4]([OH:32])=[O:3])=[CH:19][CH:20]=1)([O-:26])=[O:25], predict the reactants needed to synthesize it. The reactants are: C([O:3][C:4](=[O:32])[CH:5](C(OCC)=O)[CH:6]([C:18]1[CH:23]=[CH:22][C:21]([N+:24]([O-:26])=[O:25])=[CH:20][CH:19]=1)[CH:7](C(OCC)=O)[C:8]([O:10]CC)=[O:9])C. (2) Given the product [F:14][C:15]1[CH:20]=[CH:19][C:18]([C:21]2[O:22][C:23]3[CH:33]=[C:32]([N:34]([CH3:39])[S:35]([CH3:38])(=[O:36])=[O:37])[C:31]([C:2]4[N:7]=[C:6]([C:8]([O:10][CH3:11])=[O:9])[C:5]([O:12][CH3:13])=[CH:4][CH:3]=4)=[CH:30][C:24]=3[C:25]=2[C:26](=[O:27])[NH:28][CH3:29])=[CH:17][CH:16]=1, predict the reactants needed to synthesize it. The reactants are: Br[C:2]1[N:7]=[C:6]([C:8]([O:10][CH3:11])=[O:9])[C:5]([O:12][CH3:13])=[CH:4][CH:3]=1.[F:14][C:15]1[CH:20]=[CH:19][C:18]([C:21]2[O:22][C:23]3[CH:33]=[C:32]([N:34]([CH3:39])[S:35]([CH3:38])(=[O:37])=[O:36])[C:31](B4OC(C)(C)C(C)(C)O4)=[CH:30][C:24]=3[C:25]=2[C:26]([NH:28][CH3:29])=[O:27])=[CH:17][CH:16]=1.C([O-])([O-])=O.[K+].[K+].CCOC(C)=O. (3) Given the product [CH2:12]([C:16]1[CH:17]=[C:18]([NH:19][C:8]([C:5]2[C:4]([CH3:11])=[N:3][N:2]([CH3:1])[C:6]=2[CH3:7])=[O:9])[CH:20]=[CH:21][C:22]=1[CH:23]([C:28]([F:29])([F:30])[F:31])[C:24]([F:25])([F:26])[F:27])[CH:13]([CH3:15])[CH3:14], predict the reactants needed to synthesize it. The reactants are: [CH3:1][N:2]1[C:6]([CH3:7])=[C:5]([C:8](Cl)=[O:9])[C:4]([CH3:11])=[N:3]1.[CH2:12]([C:16]1[CH:17]=[C:18]([CH:20]=[CH:21][C:22]=1[CH:23]([C:28]([F:31])([F:30])[F:29])[C:24]([F:27])([F:26])[F:25])[NH2:19])[CH:13]([CH3:15])[CH3:14].C(N(CC)CC)C. (4) Given the product [NH2:1][C@@H:4]1[C@@H:9]([CH2:10][O:11][Si:12]([C:25]([CH3:28])([CH3:27])[CH3:26])([C:13]2[CH:18]=[CH:17][CH:16]=[CH:15][CH:14]=2)[C:19]2[CH:24]=[CH:23][CH:22]=[CH:21][CH:20]=2)[O:8][CH2:7][CH2:6][CH2:5]1, predict the reactants needed to synthesize it. The reactants are: [N:1]([C@@H:4]1[C@@H:9]([CH2:10][O:11][Si:12]([C:25]([CH3:28])([CH3:27])[CH3:26])([C:19]2[CH:24]=[CH:23][CH:22]=[CH:21][CH:20]=2)[C:13]2[CH:18]=[CH:17][CH:16]=[CH:15][CH:14]=2)[O:8][CH2:7][CH2:6][CH2:5]1)=[N+]=[N-]. (5) Given the product [CH2:7]([O:14][C:15]1[C:23]([F:24])=[CH:22][CH:21]=[C:20]2[C:16]=1[C:17]([C:1](=[O:5])[C:2]([N:26]([CH3:27])[CH3:25])=[O:3])=[CH:18][NH:19]2)[C:8]1[CH:9]=[CH:10][CH:11]=[CH:12][CH:13]=1, predict the reactants needed to synthesize it. The reactants are: [C:1](Cl)(=[O:5])[C:2](Cl)=[O:3].[CH2:7]([O:14][C:15]1[C:23]([F:24])=[CH:22][CH:21]=[C:20]2[C:16]=1[CH:17]=[CH:18][NH:19]2)[C:8]1[CH:13]=[CH:12][CH:11]=[CH:10][CH:9]=1.[CH3:25][NH:26][CH3:27]. (6) The reactants are: C([O:3][C:4]([C@@H:6]1[CH2:15][C@@H:14]2[C@@H:9]([CH2:10][CH2:11][C@H:12]([O:16][C:17]3[CH:22]=[CH:21][C:20]([Cl:23])=[CH:19][C:18]=3[C:24]([O:26]CC)=[O:25])[CH2:13]2)[CH2:8][N:7]1C(OC(C)(C)C)=O)=[O:5])C.Cl. Given the product [ClH:23].[C:24]([C:18]1[CH:19]=[C:20]([Cl:23])[CH:21]=[CH:22][C:17]=1[O:16][C@H:12]1[CH2:11][CH2:10][C@@H:9]2[C@@H:14]([CH2:15][C@@H:6]([C:4]([OH:5])=[O:3])[NH:7][CH2:8]2)[CH2:13]1)([OH:26])=[O:25], predict the reactants needed to synthesize it. (7) Given the product [Cl:23][C:24]1[N:29]=[C:28]([C:2]2[C:6]3[CH2:7][CH2:8][CH2:9][CH2:10][C:5]=3[S:4][C:3]=2[NH:11][C:12]([C:14]2[CH2:18][CH2:17][CH2:16][C:15]=2[C:19]([O:21][CH3:22])=[O:20])=[O:13])[CH:27]=[CH:26][CH:25]=1, predict the reactants needed to synthesize it. The reactants are: I[C:2]1[C:6]2[CH2:7][CH2:8][CH2:9][CH2:10][C:5]=2[S:4][C:3]=1[NH:11][C:12]([C:14]1[CH2:18][CH2:17][CH2:16][C:15]=1[C:19]([O:21][CH3:22])=[O:20])=[O:13].[Cl:23][C:24]1[N:29]=[C:28](B2OC(C)(C)C(C)(C)O2)[CH:27]=[CH:26][CH:25]=1.C([O-])([O-])=O.[Na+].[Na+].C1C=CC(P(C2C=CC=CC=2)C2C=CC=CC=2)=CC=1.C([O-])(O)=O.[Na+]. (8) The reactants are: C(=O)(OC(C)(C)C)N.[CH3:9][O:10][C:11]([C:13]1[CH:18]=[CH:17][C:16]([C@@H:19]([NH:21][C:22]([C@H:24]2[CH2:29][CH:28]3[CH:26]([CH2:27]3)[N:25]2C(OC(C)(C)C)=O)=[O:23])[CH3:20])=[CH:15][CH:14]=1)=[O:12]. Given the product [CH:26]12[CH2:27][CH:28]1[CH2:29][C@H:24]([C:22]([NH:21][C@H:19]([C:16]1[CH:15]=[CH:14][C:13]([C:11]([O:10][CH3:9])=[O:12])=[CH:18][CH:17]=1)[CH3:20])=[O:23])[NH:25]2, predict the reactants needed to synthesize it. (9) Given the product [CH2:9]([O:8][CH2:7][CH2:6][CH2:5][CH2:4][CH2:3][CH:2]=[O:14])[CH2:10][C:11]#[CH:12], predict the reactants needed to synthesize it. The reactants are: Br[CH2:2][CH2:3][CH2:4][CH2:5][CH2:6][CH2:7][O:8][CH2:9][CH2:10][C:11]#[CH:12].C(=O)(O)[O-:14].[Na+]. (10) Given the product [I:14][C:15]1[CH:20]=[C:19]([N:1]2[C:9]3[CH2:8][CH2:7][CH2:6][NH:5][C:4]=3[C:3]([C:10]([O:12][CH3:13])=[O:11])=[N:2]2)[CH:18]=[CH:17][CH:16]=1, predict the reactants needed to synthesize it. The reactants are: [NH:1]1[C:9]2[CH2:8][CH2:7][CH2:6][NH:5][C:4]=2[C:3]([C:10]([O:12][CH3:13])=[O:11])=[N:2]1.[I:14][C:15]1[CH:16]=[C:17](B(O)O)[CH:18]=[CH:19][CH:20]=1.